The task is: Predict the reaction yield, written as a fraction of the theoretical maximum amount of product (1.0 means a 100% yield; for example, 0.34 means a 34% yield).. This data is from Reaction yield outcomes from USPTO patents with 853,638 reactions. The reactants are [OH:1][C:2]1[CH:7]=[CH:6][C:5]([C:8]23[NH:20][CH2:19][CH2:18][N:9]2[C:10](=[O:17])[C:11]2[N:12]([CH:14]=[CH:15][CH:16]=2)[CH2:13]3)=[CH:4][CH:3]=1.C(=O)([O-])[O-].[K+].[K+].Br[CH2:28][CH2:29][O:30][Si:31]([C:34]([CH3:37])([CH3:36])[CH3:35])([CH3:33])[CH3:32]. The catalyst is CN(C=O)C.[NH4+].[Cl-]. The product is [Si:31]([O:30][CH2:29][CH2:28][O:1][C:2]1[CH:7]=[CH:6][C:5]([C:8]23[NH:20][CH2:19][CH2:18][N:9]2[C:10](=[O:17])[C:11]2[N:12]([CH:14]=[CH:15][CH:16]=2)[CH2:13]3)=[CH:4][CH:3]=1)([C:34]([CH3:37])([CH3:36])[CH3:35])([CH3:33])[CH3:32]. The yield is 1.00.